The task is: Predict the reactants needed to synthesize the given product.. This data is from Full USPTO retrosynthesis dataset with 1.9M reactions from patents (1976-2016). (1) Given the product [Cl:34][C:20]1[C:19]([Cl:35])=[C:18]([C:7]2[S:6][C:5]([C:8]3[N:12]=[C:11]([C:13]([OH:16])([CH3:14])[CH3:15])[O:10][N:9]=3)=[N:4][C:3]=2[CH2:2][OH:1])[CH:23]=[CH:22][C:21]=1[S:24]([NH:27][C@@H:28]([CH3:33])[C:29]([F:32])([F:30])[F:31])(=[O:26])=[O:25], predict the reactants needed to synthesize it. The reactants are: [OH:1][CH2:2][C:3]1[N:4]=[C:5]([C:8]2[N:12]=[C:11]([C:13]([OH:16])([CH3:15])[CH3:14])[O:10][N:9]=2)[S:6][CH:7]=1.Br[C:18]1[CH:23]=[CH:22][C:21]([S:24]([NH:27][C@@H:28]([CH3:33])[C:29]([F:32])([F:31])[F:30])(=[O:26])=[O:25])=[C:20]([Cl:34])[C:19]=1[Cl:35].C([O-])([O-])=O.[K+].[K+].P(C1CCCCC1)(C1CCCCC1)C1CCCCC1.[H+].[B-](F)(F)(F)F.C(O)(C(C)(C)C)=O. (2) Given the product [F:35][C:2]([F:1])([F:34])[C:3]1([CH2:9][N:10]2[CH2:11][CH2:12][CH:13]([CH2:16][O:17][C:18]3[N:23]=[CH:22][C:21]([C:24]4[CH:33]=[CH:32][C:27]([C:28]([OH:30])=[O:29])=[CH:26][CH:25]=4)=[CH:20][CH:19]=3)[CH2:14][CH2:15]2)[CH2:8][CH2:7][CH2:6][CH2:5][CH2:4]1, predict the reactants needed to synthesize it. The reactants are: [F:1][C:2]([F:35])([F:34])[C:3]1([CH2:9][N:10]2[CH2:15][CH2:14][CH:13]([CH2:16][O:17][C:18]3[N:23]=[CH:22][C:21]([C:24]4[CH:33]=[CH:32][C:27]([C:28]([O:30]C)=[O:29])=[CH:26][CH:25]=4)=[CH:20][CH:19]=3)[CH2:12][CH2:11]2)[CH2:8][CH2:7][CH2:6][CH2:5][CH2:4]1.O[Li].O. (3) Given the product [Cl:1][C:2]1[CH:9]=[C:8]([C:10]2[NH:14][N:13]=[CH:12][C:11]=2[Cl:21])[CH:7]=[CH:6][C:3]=1[C:4]#[N:5], predict the reactants needed to synthesize it. The reactants are: [Cl:1][C:2]1[CH:9]=[C:8]([C:10]2[N:14](C3CCCCO3)[N:13]=[CH:12][CH:11]=2)[CH:7]=[CH:6][C:3]=1[C:4]#[N:5].[Cl:21][O-].[Na+]. (4) Given the product [CH:1]1([N:6]2[CH:12]([CH3:13])[CH:11]([CH3:14])[C:10](=[O:15])[N:9]([CH3:16])[C:8]3[CH:17]=[N:18][C:19]([NH:21][C:22]4[CH:30]=[CH:29][C:25]([C:26]([NH:66][CH:67]5[CH2:72][CH2:71][N:70]([CH3:73])[CH2:69][CH2:68]5)=[O:28])=[CH:24][C:23]=4[O:31][CH3:32])=[N:20][C:7]2=3)[CH2:2][CH2:3][CH2:4][CH2:5]1, predict the reactants needed to synthesize it. The reactants are: [CH:1]1([N:6]2[CH:12]([CH3:13])[CH:11]([CH3:14])[C:10](=[O:15])[N:9]([CH3:16])[C:8]3[CH:17]=[N:18][C:19]([NH:21][C:22]4[CH:30]=[CH:29][C:25]([C:26]([OH:28])=O)=[CH:24][C:23]=4[O:31][CH3:32])=[N:20][C:7]2=3)[CH2:5][CH2:4][CH2:3][CH2:2]1.F[P-](F)(F)(F)(F)F.CN(C(N(C)C)=[N+]1C2C(=NC=CC=2)[N+]([O-])=N1)C.C(N(C(C)C)C(C)C)C.[NH2:66][CH:67]1[CH2:72][CH2:71][N:70]([CH3:73])[CH2:69][CH2:68]1. (5) Given the product [Br:1][C:2]1[N:3]=[C:4]2[C:10]([Cl:11])=[CH:9][N:8]([CH2:15][O:16][CH2:17][CH2:18][Si:19]([CH3:22])([CH3:21])[CH3:20])[C:5]2=[N:6][CH:7]=1, predict the reactants needed to synthesize it. The reactants are: [Br:1][C:2]1[N:3]=[C:4]2[C:10]([Cl:11])=[CH:9][NH:8][C:5]2=[N:6][CH:7]=1.[H-].[Na+].Cl[CH2:15][O:16][CH2:17][CH2:18][Si:19]([CH3:22])([CH3:21])[CH3:20]. (6) Given the product [CH3:1][O:2][C:3](=[O:13])[CH2:4][C:5]1[CH:10]=[CH:9][C:8]([C:57]2[C:56]([CH3:67])=[CH:55][C:54]([C:68]([CH2:69][CH3:70])([C:73]3[CH:78]=[CH:77][C:76](/[CH:79]=[CH:80]/[C:81]([CH2:85][CH3:86])([OH:84])[CH2:82][CH3:83])=[C:75]([CH3:87])[CH:74]=3)[CH2:71][CH3:72])=[CH:53][C:52]=2[CH3:51])=[CH:7][C:6]=1[F:12], predict the reactants needed to synthesize it. The reactants are: [CH3:1][O:2][C:3](=[O:13])[CH2:4][C:5]1[CH:10]=[CH:9][C:8](Cl)=[CH:7][C:6]=1[F:12].C1(P(C2CCCCC2)C2C=CC=CC=2C2C(OC)=CC=CC=2OC)CCCCC1.P([O-])([O-])([O-])=O.[K+].[K+].[K+].[CH3:51][C:52]1[CH:53]=[C:54]([C:68]([C:73]2[CH:78]=[CH:77][C:76](/[CH:79]=[CH:80]/[C:81]([CH2:85][CH3:86])([OH:84])[CH2:82][CH3:83])=[C:75]([CH3:87])[CH:74]=2)([CH2:71][CH3:72])[CH2:69][CH3:70])[CH:55]=[C:56]([CH3:67])[C:57]=1B1OC(C)(C)C(C)(C)O1.[Cl-].[NH4+]. (7) Given the product [CH3:35][C:34]([CH3:36])=[CH:33][C:2]#[C:1][C:3]1[CH:12]=[CH:11][C:6]([C:7]([O:9][CH3:10])=[O:8])=[CH:5][CH:4]=1, predict the reactants needed to synthesize it. The reactants are: [C:1]([C:3]1[CH:12]=[CH:11][C:6]([C:7]([O:9][CH3:10])=[O:8])=[CH:5][CH:4]=1)#[CH:2].C1C=CC(P(C2C=CC=CC=2)C2C=CC=CC=2)=CC=1.Br[CH:33]=[C:34]([CH3:36])[CH3:35]. (8) Given the product [CH3:17][C:14]1[CH:13]=[C:12]([C:18]2[CH:23]=[CH:22][C:21]([C:24]([F:25])([F:26])[F:27])=[CH:20][CH:19]=2)[C:11]([C:9]([NH:8][C:5]2[CH:4]=[CH:3][C:2]([NH:1][C:37](=[O:38])[CH2:36][C:31]3[CH:32]=[CH:33][CH:34]=[CH:35][N:30]=3)=[CH:7][CH:6]=2)=[O:10])=[CH:16][CH:15]=1, predict the reactants needed to synthesize it. The reactants are: [NH2:1][C:2]1[CH:7]=[CH:6][C:5]([NH:8][C:9]([C:11]2[C:12]([C:18]3[CH:23]=[CH:22][C:21]([C:24]([F:27])([F:26])[F:25])=[CH:20][CH:19]=3)=[CH:13][C:14]([CH3:17])=[CH:15][CH:16]=2)=[O:10])=[CH:4][CH:3]=1.Cl.Cl.[N:30]1[CH:35]=[CH:34][CH:33]=[CH:32][C:31]=1[CH2:36][C:37](O)=[O:38].O.ON1C2C=CC=CC=2N=N1.Cl.CN(C)CCCN=C=NCC. (9) Given the product [Br:1][C:2]1[CH:8]=[CH:7][C:5]([NH:6][S:11]([CH3:10])(=[O:13])=[O:12])=[C:4]([F:9])[CH:3]=1, predict the reactants needed to synthesize it. The reactants are: [Br:1][C:2]1[CH:8]=[CH:7][C:5]([NH2:6])=[C:4]([F:9])[CH:3]=1.[CH3:10][S:11](Cl)(=[O:13])=[O:12]. (10) The reactants are: [CH3:1][CH:2]1[CH2:7][CH:6]([NH2:8])[CH:5]([CH:9]([CH3:11])[CH3:10])[CH2:4][CH2:3]1.[C:12](Cl)(=[O:19])[C:13]1[CH:18]=[CH:17][CH:16]=[CH:15][CH:14]=1. Given the product [CH:9]([C@@H:5]1[CH2:4][CH2:3][C@@H:2]([CH3:1])[CH2:7][C@@H:6]1[NH:8][C:12](=[O:19])[C:13]1[CH:18]=[CH:17][CH:16]=[CH:15][CH:14]=1)([CH3:11])[CH3:10].[CH:9]([C@H:5]1[CH2:4][CH2:3][C@H:2]([CH3:1])[CH2:7][C@H:6]1[NH:8][C:12](=[O:19])[C:13]1[CH:18]=[CH:17][CH:16]=[CH:15][CH:14]=1)([CH3:11])[CH3:10], predict the reactants needed to synthesize it.